From a dataset of Forward reaction prediction with 1.9M reactions from USPTO patents (1976-2016). Predict the product of the given reaction. (1) Given the reactants [NH2:1][C:2]1[CH:3]=[C:4]([NH:8][C:9]2[C:10](=[O:17])[N:11]([CH3:16])[CH:12]=[C:13](Br)[N:14]=2)[CH:5]=[CH:6][CH:7]=1.[C:18]([O:21][CH2:22][C:23]1[C:24]([N:32]2[CH2:43][CH2:42][N:41]3[C:34](=[CH:35][C:36]4[CH2:37][C:38]([CH3:45])([CH3:44])[CH2:39][C:40]=43)[C:33]2=[O:46])=[N:25][CH:26]=[CH:27][C:28]=1B(O)O)(=[O:20])[CH3:19].C([O-])(=O)C.[K+].[O-]P([O-])([O-])=O.[K+].[K+].[K+], predict the reaction product. The product is: [C:18]([O:21][CH2:22][C:23]1[C:24]([N:32]2[CH2:43][CH2:42][N:41]3[C:34](=[CH:35][C:36]4[CH2:37][C:38]([CH3:45])([CH3:44])[CH2:39][C:40]=43)[C:33]2=[O:46])=[N:25][CH:26]=[CH:27][C:28]=1[C:13]1[N:14]=[C:9]([NH:8][C:4]2[CH:5]=[CH:6][CH:7]=[C:2]([NH2:1])[CH:3]=2)[C:10](=[O:17])[N:11]([CH3:16])[CH:12]=1)(=[O:20])[CH3:19]. (2) Given the reactants [N+:1]([C:4]1[C:5](SC#N)=[N:6][C:7]([NH:10][CH2:11][CH2:12][C:13]2[CH:18]=[CH:17][CH:16]=[CH:15][CH:14]=2)=[N:8][CH:9]=1)([O-:3])=[O:2].[NH2:22][CH2:23][C@H:24]1[CH2:29][CH2:28][C@H:27]([NH:30]C(=O)OC(C)(C)C)[CH2:26][CH2:25]1, predict the reaction product. The product is: [NH2:30][C@H:27]1[CH2:28][CH2:29][C@H:24]([CH2:23][NH:22][C:5]2[C:4]([N+:1]([O-:3])=[O:2])=[CH:9][N:8]=[C:7]([NH:10][CH2:11][CH2:12][C:13]3[CH:14]=[CH:15][CH:16]=[CH:17][CH:18]=3)[N:6]=2)[CH2:25][CH2:26]1. (3) Given the reactants Cl.[CH2:2]([N:9]1[CH2:14][CH2:13][C@@H:12]([O:15][CH3:16])[C@H:11]([NH:17]P(=O)(OCC)OCC)[CH2:10]1)[C:3]1[CH:8]=[CH:7][CH:6]=[CH:5][CH:4]=1.[OH-].[Na+].[CH3:28][C:29]([O:32][C:33](O[C:33]([O:32][C:29]([CH3:31])([CH3:30])[CH3:28])=[O:34])=[O:34])([CH3:31])[CH3:30], predict the reaction product. The product is: [CH2:2]([N:9]1[CH2:14][CH2:13][C@@H:12]([O:15][CH3:16])[C@H:11]([NH:17][C:33](=[O:34])[O:32][C:29]([CH3:31])([CH3:30])[CH3:28])[CH2:10]1)[C:3]1[CH:4]=[CH:5][CH:6]=[CH:7][CH:8]=1. (4) Given the reactants [CH3:1][S:2]([NH:5][C:6]1[CH:11]=[CH:10][C:9]([C@@H:12]([OH:19])[CH2:13][CH2:14][C:15]([O:17]C)=O)=[CH:8][CH:7]=1)(=[O:4])=[O:3].CC1C=CC(S(O)(=O)=O)=CC=1.O, predict the reaction product. The product is: [O:17]=[C:15]1[O:19][C@H:12]([C:9]2[CH:8]=[CH:7][C:6]([NH:5][S:2]([CH3:1])(=[O:3])=[O:4])=[CH:11][CH:10]=2)[CH2:13][CH2:14]1. (5) Given the reactants [C:1](Cl)(Cl)=O.C1(C)C=CC=CC=1.[NH:12]1[CH2:17][CH2:16][CH2:15][CH2:14][CH2:13]1.CCOP(O)N(C(C)C)C(C)C.[Cl:30][C:31]1[CH:36]=[CH:35][CH:34]=[C:33]([Cl:37])[C:32]=1[C:38]1[NH:39][C:40]2[CH:46]=[C:45]([C:47]([NH:49][NH2:50])=[O:48])[CH:44]=[CH:43][C:41]=2[N:42]=1, predict the reaction product. The product is: [Cl:30][C:31]1[CH:36]=[CH:35][CH:34]=[C:33]([Cl:37])[C:32]=1[C:38]1[NH:39][C:40]2[CH:46]=[C:45]([C:47]3[O:48][C:1]([N:12]4[CH2:17][CH2:16][CH2:15][CH2:14][CH2:13]4)=[N:50][N:49]=3)[CH:44]=[CH:43][C:41]=2[N:42]=1. (6) Given the reactants [NH:1]1[C:9]2[C:4](=[CH:5][CH:6]=[CH:7][CH:8]=2)[C:3]([CH2:10][CH2:11][N:12]([CH3:28])[CH:13]2[CH2:18][CH2:17][C:16]([C:22]3[CH:27]=[CH:26][CH:25]=[CH:24][CH:23]=3)([N:19]([CH3:21])[CH3:20])[CH2:15][CH2:14]2)=[CH:2]1.C1(N)C(F)=C(F)C(F)=C(N)C=1F.[ClH:41].Cl.[Cl:43][Si](C)(C)C, predict the reaction product. The product is: [ClH:43].[ClH:41].[NH:1]1[C:9]2[C:4](=[CH:5][CH:6]=[CH:7][CH:8]=2)[C:3]([CH2:10][CH2:11][N:12]([CH3:28])[CH:13]2[CH2:18][CH2:17][C:16]([C:22]3[CH:27]=[CH:26][CH:25]=[CH:24][CH:23]=3)([N:19]([CH3:20])[CH3:21])[CH2:15][CH2:14]2)=[CH:2]1.